This data is from Full USPTO retrosynthesis dataset with 1.9M reactions from patents (1976-2016). The task is: Predict the reactants needed to synthesize the given product. (1) Given the product [CH3:42][S:43]([O:20][CH2:19][C@H:18]([N:10]([C:11]([O:12][C:13]([CH3:15])([CH3:16])[CH3:14])=[O:17])[CH2:9][C:8]1[CH:22]=[CH:23][CH:24]=[CH:25][C:7]=1[NH:6][C:4](=[O:5])[C:3]1[CH:26]=[CH:27][C:28]([N:30]2[CH2:31][CH2:32][CH2:33][CH2:34]2)=[CH:29][C:2]=1[Cl:1])[CH3:21])(=[O:45])=[O:44], predict the reactants needed to synthesize it. The reactants are: [Cl:1][C:2]1[CH:29]=[C:28]([N:30]2[CH2:34][CH2:33][CH2:32][CH2:31]2)[CH:27]=[CH:26][C:3]=1[C:4]([NH:6][C:7]1[CH:25]=[CH:24][CH:23]=[CH:22][C:8]=1[CH2:9][N:10]([C@H:18]([CH3:21])[CH2:19][OH:20])[C:11](=[O:17])[O:12][C:13]([CH3:16])([CH3:15])[CH3:14])=[O:5].C(N(CC)CC)C.[CH3:42][S:43](Cl)(=[O:45])=[O:44].O. (2) Given the product [C:17]([CH2:15][CH2:16][CH:7]=[C:6]([CH3:8])[C:5]([NH2:4])=[O:9])([CH:18]=[CH2:19])=[O:20], predict the reactants needed to synthesize it. The reactants are: OCC[NH:4][C:5](=[O:9])[C:6]([CH3:8])=[CH2:7].C(N([CH2:15][CH3:16])CC)C.[C:17](Cl)(=[O:20])[CH:18]=[CH2:19]. (3) Given the product [Br:15][CH2:16][C:17]([NH:7][C:4]1[CH:3]=[C:2]([CH3:1])[O:6][N:5]=1)=[O:18], predict the reactants needed to synthesize it. The reactants are: [CH3:1][C:2]1[O:6][N:5]=[C:4]([NH2:7])[CH:3]=1.C(N(CC)CC)C.[Br:15][CH2:16][C:17](Br)=[O:18]. (4) Given the product [OH:5][C:6]1[C:7]2[C:8](=[O:10])[O:9][C:17]([CH3:19])([CH3:16])[O:15][C:11]=2[CH:12]=[CH:13][CH:14]=1, predict the reactants needed to synthesize it. The reactants are: S(Cl)(Cl)=O.[OH:5][C:6]1[CH:14]=[CH:13][CH:12]=[C:11]([OH:15])[C:7]=1[C:8]([OH:10])=[O:9].[CH3:16][C:17]([CH3:19])=O.